This data is from Forward reaction prediction with 1.9M reactions from USPTO patents (1976-2016). The task is: Predict the product of the given reaction. (1) Given the reactants C(O)(C(F)(F)F)=O.[CH2:8]([O:10][C:11]([C:13]1[CH:18]=[C:17]([N:19]2[CH2:24][CH2:23][N:22](C(OC(C)(C)C)=O)[CH2:21][CH2:20]2)[N:16]=[C:15]([C:32]2[CH:37]=[CH:36][N:35]=[C:34]([NH:38][CH:39]3[CH2:44][CH2:43][CH2:42][CH2:41][CH2:40]3)[CH:33]=2)[C:14]=1[CH3:45])=[O:12])[CH3:9], predict the reaction product. The product is: [CH2:8]([O:10][C:11]([C:13]1[CH:18]=[C:17]([N:19]2[CH2:24][CH2:23][NH:22][CH2:21][CH2:20]2)[N:16]=[C:15]([C:32]2[CH:37]=[CH:36][N:35]=[C:34]([NH:38][CH:39]3[CH2:44][CH2:43][CH2:42][CH2:41][CH2:40]3)[CH:33]=2)[C:14]=1[CH3:45])=[O:12])[CH3:9]. (2) Given the reactants [CH:1]([S:4][C:5]1[N:10]=[C:9]([C:11]2[S:12][C:13]3[CH:21]=[CH:20][CH:19]=[CH:18][C:14]=3[C:15](=[O:17])[N:16]=2)[CH:8]=[CH:7][CH:6]=1)([CH3:3])[CH3:2].ClC1C=CC=C(C(OO)=[O:30])C=1, predict the reaction product. The product is: [CH:1]([S:4]([C:5]1[N:10]=[C:9]([C:11]2[S:12][C:13]3[CH:21]=[CH:20][CH:19]=[CH:18][C:14]=3[C:15](=[O:17])[N:16]=2)[CH:8]=[CH:7][CH:6]=1)=[O:30])([CH3:3])[CH3:2]. (3) Given the reactants FC1C=C(C2CCC3C(=CC=C(O)C=3)O2)C=CC=1.[Cl:19][C:20]1[CH:25]=[C:24]([Cl:26])[CH:23]=[CH:22][C:21]=1[CH:27]1[CH2:36][CH:35](O)[C:34]2[C:29](=[CH:30][CH:31]=[C:32]([OH:38])[CH:33]=2)[O:28]1, predict the reaction product. The product is: [Cl:19][C:20]1[CH:25]=[C:24]([Cl:26])[CH:23]=[CH:22][C:21]=1[CH:27]1[CH2:36][CH2:35][C:34]2[C:29](=[CH:30][CH:31]=[C:32]([OH:38])[CH:33]=2)[O:28]1. (4) Given the reactants C(OC([N:8]1[CH2:16][C:15]2[C:10](=[CH:11][CH:12]=[C:13]([C:17]3[CH:21]=[C:20]([CH3:22])[S:19][CH:18]=3)[CH:14]=2)[CH2:9]1)=O)(C)(C)C.Cl, predict the reaction product. The product is: [CH3:22][C:20]1[S:19][CH:18]=[C:17]([C:13]2[CH:14]=[C:15]3[C:10](=[CH:11][CH:12]=2)[CH2:9][NH:8][CH2:16]3)[CH:21]=1. (5) Given the reactants [CH3:1][NH2:2].[CH2:3]([N:7]=[C:8]=[S:9])[CH:4]([CH3:6])[CH3:5], predict the reaction product. The product is: [CH2:3]([NH:7][C:8]([NH:2][CH3:1])=[S:9])[CH:4]([CH3:6])[CH3:5]. (6) The product is: [CH3:14][Si:15]([CH3:17])([CH3:16])[N-:18][Si:19]([CH3:22])([CH3:21])[CH3:20].[C:1]([N:5]1[CH2:9][CH2:8][N:7]([CH2:10][CH3:11])[C:6]1=[Cu-:12])([CH3:4])([CH3:3])[CH3:2]. Given the reactants [C:1]([N:5]1[CH2:9][CH2:8][N:7]([CH2:10][CH3:11])[C:6]1=[Cu-2:12]Cl)([CH3:4])([CH3:3])[CH3:2].[CH3:14][Si:15]([N-:18][Si:19]([CH3:22])([CH3:21])[CH3:20])([CH3:17])[CH3:16].[Na+].C[Si]([N-][Si](C)(C)C)(C)C.N1CCNC1=[Cu]Cl, predict the reaction product. (7) Given the reactants [C:1]1([CH2:7][CH2:8][NH2:9])[CH:6]=[CH:5][CH:4]=[CH:3][CH:2]=1.C(N(CC)CC)C.[F:17][C:18]1[CH:19]=[C:20]([CH:24]=[CH:25][CH:26]=1)[C:21](Cl)=[O:22], predict the reaction product. The product is: [C:1]1([CH2:7][CH2:8][NH:9][C:21](=[O:22])[C:20]2[CH:24]=[CH:25][CH:26]=[C:18]([F:17])[CH:19]=2)[CH:6]=[CH:5][CH:4]=[CH:3][CH:2]=1. (8) Given the reactants [Cl:1][C:2]1[CH:7]=[CH:6][CH:5]=[C:4]([CH3:8])[C:3]=1[N:9]=[C:10]=[O:11].CC1C=CC=C(C)C=1N=C=O.[NH2:23][C:24]1[CH:32]=[C:31]([F:33])[C:30]([F:34])=[CH:29][C:25]=1[C:26]([OH:28])=O.NC1C(C(O)=O)=CC2C(C=1)=CC=CC=2.C([NH:66][C@H:67]([C:75]([OH:77])=[O:76])[CH2:68][C:69]1[CH:74]=[CH:73][CH:72]=[CH:71][CH:70]=1)(OCC1C2C(=CC=CC=2)C2C1=CC=CC=2)=O.N(C(OCC1C2C(=CC=CC=2)C2C1=CC=CC=2)=O)[C@H](C(O)=O)CC(=O)OC(C)(C)C, predict the reaction product. The product is: [Cl:1][C:2]1[CH:7]=[CH:6][CH:5]=[C:4]([CH3:8])[C:3]=1[NH:9][C:10]([NH:23][C:24]1[CH:32]=[C:31]([F:33])[C:30]([F:34])=[CH:29][C:25]=1[C:26]([NH:66][C@H:67]([C:75]([OH:77])=[O:76])[CH2:68][C:69]1[CH:74]=[CH:73][CH:72]=[CH:71][CH:70]=1)=[O:28])=[O:11]. (9) Given the reactants [CH2:1]([O:9][C:10]1[CH:15]=[CH:14][C:13]([CH:16]2[O:21][CH2:20][CH2:19][N:18]([CH2:22][CH2:23][OH:24])[CH2:17]2)=[CH:12][CH:11]=1)[CH2:2][CH2:3][CH2:4][CH2:5][CH2:6][CH2:7][CH3:8].N1C=NN=N1.CC#N.C(N(C(C)C)[P:37]([O:43][C:44]([CH3:47])([CH3:46])[CH3:45])[O:38][C:39]([CH3:42])([CH3:41])[CH3:40])(C)C.[OH:51]O, predict the reaction product. The product is: [CH2:1]([O:9][C:10]1[CH:15]=[CH:14][C:13]([CH:16]2[O:21][CH2:20][CH2:19][N:18]([CH2:22][CH2:23][O:24][P:37](=[O:51])([O:38][C:39]([CH3:40])([CH3:41])[CH3:42])[O:43][C:44]([CH3:45])([CH3:46])[CH3:47])[CH2:17]2)=[CH:12][CH:11]=1)[CH2:2][CH2:3][CH2:4][CH2:5][CH2:6][CH2:7][CH3:8].